This data is from Peptide-MHC class I binding affinity with 185,985 pairs from IEDB/IMGT. The task is: Regression. Given a peptide amino acid sequence and an MHC pseudo amino acid sequence, predict their binding affinity value. This is MHC class I binding data. (1) The peptide sequence is AQKLATKPV. The MHC is HLA-A02:16 with pseudo-sequence HLA-A02:16. The binding affinity (normalized) is 0.0847. (2) The peptide sequence is YTSGPGTRY. The MHC is Mamu-A01 with pseudo-sequence Mamu-A01. The binding affinity (normalized) is 0.409.